Dataset: Reaction yield outcomes from USPTO patents with 853,638 reactions. Task: Predict the reaction yield, written as a fraction of the theoretical maximum amount of product (1.0 means a 100% yield; for example, 0.34 means a 34% yield). (1) The reactants are [F:1][C:2]([F:25])([F:24])[O:3][C:4]1[CH:23]=[CH:22][C:7]([O:8][CH:9]2[CH2:14][CH2:13][N:12](C(OC(C)(C)C)=O)[CH2:11][CH2:10]2)=[CH:6][CH:5]=1.FC(F)(F)C(O)=O. The catalyst is C(Cl)Cl. The product is [F:25][C:2]([F:1])([F:24])[O:3][C:4]1[CH:23]=[CH:22][C:7]([O:8][CH:9]2[CH2:10][CH2:11][NH:12][CH2:13][CH2:14]2)=[CH:6][CH:5]=1. The yield is 0.830. (2) The reactants are C1C(=O)N(Cl)C(=O)C1.[CH:9](=[N:11][OH:12])[CH3:10].[C:13]([C:15]1[CH:20]=[C:19]([O:21][C:22]2[CH:23]=[CH:24][C:25]([NH:28][C:29](=[O:35])[O:30][C:31]([CH3:34])([CH3:33])[CH3:32])=[N:26][CH:27]=2)[CH:18]=[CH:17][N:16]=1)#[CH:14].O. The catalyst is CN(C=O)C. The product is [CH3:10][C:9]1[CH:14]=[C:13]([C:15]2[CH:20]=[C:19]([O:21][C:22]3[CH:23]=[CH:24][C:25]([NH:28][C:29](=[O:35])[O:30][C:31]([CH3:33])([CH3:32])[CH3:34])=[N:26][CH:27]=3)[CH:18]=[CH:17][N:16]=2)[O:12][N:11]=1. The yield is 0.750. (3) The reactants are [C:1]([C:5]1[CH:10]=[CH:9][C:8]([C@H:11]2[CH2:16][C@H:15]([C:17](=[O:24])[CH2:18][C:19](OCC)=[O:20])[CH2:14][CH2:13][N:12]2[C:25]([O:27][CH3:28])=[O:26])=[CH:7][CH:6]=1)([CH3:4])([CH3:3])[CH3:2].[OH-].[Na+].[NH2:31]O.Cl. The catalyst is CO.O. The product is [C:1]([C:5]1[CH:10]=[CH:9][C:8]([C@H:11]2[CH2:16][C@H:15]([C:17]3[O:24][NH:31][C:19](=[O:20])[CH:18]=3)[CH2:14][CH2:13][N:12]2[C:25]([O:27][CH3:28])=[O:26])=[CH:7][CH:6]=1)([CH3:4])([CH3:3])[CH3:2]. The yield is 0.900. (4) The reactants are Cl.[CH:2]1([NH:7][C:8]([NH2:10])=[NH:9])[CH2:6][CH2:5][CH2:4][CH2:3]1.[O-]CC.[Na+].[Cl:15][C:16]1[CH:17]=[C:18]([C:22]2[C:30]([C:31](=O)[C:32]#[CH:33])=[C:29]3[N:24]([CH:25]=[N:26][CH:27]=[CH:28]3)[N:23]=2)[CH:19]=[CH:20][CH:21]=1. The catalyst is C(O)C.O. The product is [Cl:15][C:16]1[CH:17]=[C:18]([C:22]2[C:30]([C:31]3[CH:32]=[CH:33][N:10]=[C:8]([NH:7][CH:2]4[CH2:6][CH2:5][CH2:4][CH2:3]4)[N:9]=3)=[C:29]3[N:24]([CH:25]=[N:26][CH:27]=[CH:28]3)[N:23]=2)[CH:19]=[CH:20][CH:21]=1. The yield is 0.640. (5) The reactants are [CH:1]([C:3]1[NH:7][C:6]([CH3:8])=[C:5]([C:9]([OH:11])=[O:10])[C:4]=1[CH3:12])=O.[F:13][C:14]1[CH:15]=[C:16]2[C:20](=[CH:21][CH:22]=1)[NH:19][C:18](=[O:23])[CH2:17]2.C(O)C.N1CCCC1. The catalyst is C(O)(=O)C. The product is [F:13][C:14]1[CH:15]=[C:16]2[C:20](=[CH:21][CH:22]=1)[NH:19][C:18](=[O:23])/[C:17]/2=[CH:1]\[C:3]1[NH:7][C:6]([CH3:8])=[C:5]([C:9]([OH:11])=[O:10])[C:4]=1[CH3:12]. The yield is 0.790. (6) The product is [Cl:1][C:2]1[N:3]=[CH:4][C:5]([C:6]2[NH:15][C:14]3[C:13](=[O:17])[N:12]([CH:18]4[CH2:20][CH2:19]4)[C:11](=[O:21])[N:10]([CH2:22][CH2:23][CH3:24])[C:9]=3[N:8]=2)=[CH:25][CH:26]=1. The yield is 0.770. The catalyst is CS(C)=O. The reactants are [Cl:1][C:2]1[CH:26]=[CH:25][C:5]([C:6]([NH:8][C:9]2[N:10]([CH2:22][CH2:23][CH3:24])[C:11](=[O:21])[N:12]([CH:18]3[CH2:20][CH2:19]3)[C:13](=[O:17])[C:14]=2[N:15]=O)=O)=[CH:4][N:3]=1.[O-]S(S([O-])=O)=O.[Na+].[Na+].